This data is from Catalyst prediction with 721,799 reactions and 888 catalyst types from USPTO. The task is: Predict which catalyst facilitates the given reaction. (1) Reactant: [CH2:1]([O:3][C:4]1[C:13]2[C:8](=[CH:9][CH:10]=[C:11](/[CH:14]=[C:15]3/[C:16](=[O:22])[N:17]=[C:18](SC)[S:19]/3)[CH:12]=2)[N:7]=[CH:6][C:5]=1[C:23]#[N:24])[CH3:2].[F:25][C:26]1[CH:27]=[C:28]([CH2:32][CH2:33][NH2:34])[CH:29]=[CH:30][CH:31]=1.C(N(C(C)C)CC)(C)C. Product: [CH2:1]([O:3][C:4]1[C:13]2[C:8](=[CH:9][CH:10]=[C:11](/[CH:14]=[C:15]3/[C:16](=[O:22])[N:17]=[C:18]([NH:34][CH2:33][CH2:32][C:28]4[CH:29]=[CH:30][CH:31]=[C:26]([F:25])[CH:27]=4)[S:19]/3)[CH:12]=2)[N:7]=[CH:6][C:5]=1[C:23]#[N:24])[CH3:2]. The catalyst class is: 10. (2) Reactant: C1(S([N:10]2[C:14]3=[N:15][CH:16]=[C:17]([O:19][CH3:20])[CH:18]=[C:13]3[CH:12]=[C:11]2[C:21]([C:29]2[CH:34]=[CH:33][C:32]([S:35]([CH3:38])(=[O:37])=[O:36])=[CH:31][CH:30]=2)(O)[CH2:22][CH:23]2[CH2:27][CH2:26][CH2:25][O:24]2)(=O)=O)C=CC=CC=1.[F-].C([N+](CCCC)(CCCC)CCCC)CCC. Product: [CH3:38][S:35]([C:32]1[CH:33]=[CH:34][C:29](/[C:21](/[C:11]2[NH:10][C:14]3=[N:15][CH:16]=[C:17]([O:19][CH3:20])[CH:18]=[C:13]3[CH:12]=2)=[CH:22]\[CH:23]2[CH2:27][CH2:26][CH2:25][O:24]2)=[CH:30][CH:31]=1)(=[O:36])=[O:37]. The catalyst class is: 54. (3) Reactant: Br[C:2]1[S:3][C:4]([S:17](=[O:27])(=[O:26])[NH:18][CH:19]2[CH2:24][CH2:23][CH:22]([OH:25])[CH2:21][CH2:20]2)=[CH:5][C:6]=1[C:7]1[S:11][C:10]([NH:12][C:13](=[O:15])[CH3:14])=[N:9][C:8]=1[CH3:16].C([Li])CCC. Product: [OH:25][C@@H:22]1[CH2:23][CH2:24][C@H:19]([NH:18][S:17]([C:4]2[S:3][CH:2]=[C:6]([C:7]3[S:11][C:10]([NH:12][C:13](=[O:15])[CH3:14])=[N:9][C:8]=3[CH3:16])[CH:5]=2)(=[O:26])=[O:27])[CH2:20][CH2:21]1. The catalyst class is: 1. (4) Reactant: [CH3:1][N:2]1[C:14]2[CH2:13][CH2:12][CH:11]([CH:15]3[CH2:20][CH2:19][O:18][CH2:17][CH2:16]3)[CH2:10][C:9]=2[C:8]2[C:3]1=[CH:4][CH:5]=[C:6]([C:21](O)=[O:22])[CH:7]=2.CN(C(ON1N=NC2C=CC=NC1=2)=[N+](C)C)C.F[P-](F)(F)(F)(F)F.[Cl-].[CH2:49]([NH2+:51][CH2:52][C:53]([O:55][CH3:56])=[O:54])[CH3:50].C(N(CC)C(C)C)(C)C. Product: [CH2:49]([N:51]([C:21]([C:6]1[CH:7]=[C:8]2[C:3](=[CH:4][CH:5]=1)[N:2]([CH3:1])[C:14]1[CH2:13][CH2:12][CH:11]([CH:15]3[CH2:20][CH2:19][O:18][CH2:17][CH2:16]3)[CH2:10][C:9]2=1)=[O:22])[CH2:52][C:53]([O:55][CH3:56])=[O:54])[CH3:50]. The catalyst class is: 3. (5) Reactant: Cl[C:2]1[N:7]=[CH:6][N:5]=[C:4]([NH:8][C:9]2[CH:14]=[CH:13][C:12]([N:15]3[CH2:20][CH2:19][O:18][CH2:17][C@H:16]3[CH2:21][OH:22])=[CH:11][CH:10]=2)[N:3]=1.[F:23][C@H:24]1[C@@H:29]([O:30][C:31]2[CH:38]=[CH:37][C:36](B3OC(C)(C)C(C)(C)O3)=[CH:35][C:32]=2[C:33]#[N:34])[CH2:28][CH2:27][N:26]([C:48](=[O:52])[C@@H:49]([OH:51])[CH3:50])[CH2:25]1.C(=O)([O-])[O-].[Na+].[Na+]. Product: [F:23][C@H:24]1[C@@H:29]([O:30][C:31]2[CH:38]=[CH:37][C:36]([C:2]3[N:3]=[C:4]([NH:8][C:9]4[CH:14]=[CH:13][C:12]([N:15]5[CH2:20][CH2:19][O:18][CH2:17][C@H:16]5[CH2:21][OH:22])=[CH:11][CH:10]=4)[N:5]=[CH:6][N:7]=3)=[CH:35][C:32]=2[C:33]#[N:34])[CH2:28][CH2:27][N:26]([C:48](=[O:52])[C@@H:49]([OH:51])[CH3:50])[CH2:25]1. The catalyst class is: 104. (6) Reactant: [CH3:1][O:2][CH2:3][CH2:4][CH2:5][CH2:6][CH2:7][CH2:8][CH2:9][CH2:10][NH:11][C:12]1[CH:17]=[CH:16][N:15]=[CH:14][CH:13]=1.[I:18][CH3:19]. Product: [I-:18].[CH3:1][O:2][CH2:3][CH2:4][CH2:5][CH2:6][CH2:7][CH2:8][CH2:9][CH2:10][NH:11][C:12]1[CH:13]=[CH:14][N+:15]([CH3:19])=[CH:16][CH:17]=1. The catalyst class is: 21.